From a dataset of Retrosynthesis with 50K atom-mapped reactions and 10 reaction types from USPTO. Predict the reactants needed to synthesize the given product. (1) Given the product CC(C)(C)OC(=O)N1CCC(c2nccnc2F)CC1, predict the reactants needed to synthesize it. The reactants are: CC(C)(C)OC(=O)N1CCC([Zn+])CC1.Fc1nccnc1I. (2) Given the product CCCCC1CC(CN(C=O)OCc2ccccc2)(C(=O)NNc2nccc(C(F)(F)F)n2)C1, predict the reactants needed to synthesize it. The reactants are: CCCCC1CC(CN(C=O)OCc2ccccc2)(C(=O)O)C1.NNc1nccc(C(F)(F)F)n1. (3) Given the product CCOC(=O)N=C(CCOC)OCC, predict the reactants needed to synthesize it. The reactants are: CCOC(=N)CCOC.CCOC(=O)Cl.